Task: Predict the reactants needed to synthesize the given product.. Dataset: Full USPTO retrosynthesis dataset with 1.9M reactions from patents (1976-2016) (1) Given the product [CH2:1]([O:8][C:9]([N:11]1[CH2:15][C@H:14]([O:16][Si:23]([C:26]([CH3:29])([CH3:28])[CH3:27])([CH3:25])[CH3:24])[C@H:13]([NH2:17])[CH2:12]1)=[O:10])[C:2]1[CH:3]=[CH:4][CH:5]=[CH:6][CH:7]=1, predict the reactants needed to synthesize it. The reactants are: [CH2:1]([O:8][C:9]([N:11]1[CH2:15][C@H:14]([OH:16])[C@H:13]([NH2:17])[CH2:12]1)=[O:10])[C:2]1[CH:7]=[CH:6][CH:5]=[CH:4][CH:3]=1.N1C=CN=C1.[Si:23](Cl)([C:26]([CH3:29])([CH3:28])[CH3:27])([CH3:25])[CH3:24]. (2) Given the product [CH:28]1([CH2:33][CH:34]([C:38]2[CH:43]=[CH:42][C:41]([S:44]([CH3:47])(=[O:46])=[O:45])=[C:40]([F:48])[CH:39]=2)[C:35]([NH:49][C:50]2[S:51][CH:52]=[CH:53][N:54]=2)=[O:37])[CH2:29][CH2:30][CH2:31][CH2:32]1, predict the reactants needed to synthesize it. The reactants are: C1(P(C2C=CC=CC=2)C2C=CC=CC=2)C=CC=CC=1.BrN1C(=O)CCC1=O.[CH:28]1([CH2:33][CH:34]([C:38]2[CH:43]=[CH:42][C:41]([S:44]([CH3:47])(=[O:46])=[O:45])=[C:40]([F:48])[CH:39]=2)[C:35]([OH:37])=O)[CH2:32][CH2:31][CH2:30][CH2:29]1.[NH2:49][C:50]1[S:51][CH:52]=[CH:53][N:54]=1. (3) Given the product [CH3:33][C:34]1([CH3:39])[C:35]([CH3:42])([CH3:41])[O:20][B:18](/[CH:17]=[C:1]2/[CH:2]=[CH:3][N:4]3[CH2:10][CH2:9][C:8]4[CH:11]=[CH:12][CH:13]=[CH:14][C:7]=4[CH2:6][CH:5]/23)[O:19]1, predict the reactants needed to synthesize it. The reactants are: [CH:1]1[CH:2]=[CH:3][N:4]2[CH2:10][CH2:9][C:8]3[CH:11]=[CH:12][CH:13]=[CH:14][C:7]=3[C:6](=O)[C:5]=12.[Li][CH:17]([Si](C)(C)C)[B:18]([O-:20])[O-:19].CN(CCN(C)C)C.[CH3:33][CH:34]1[CH2:39]CCN(C)[C:35]1([CH3:42])[CH3:41]. (4) Given the product [C:38]([CH2:37][N:36]([CH2:35][C:32]1[CH:31]=[CH:30][C:29]([NH:28][C:4]([C:6]2[C:7]3[N:8]=[CH:9][CH:10]=[N:11][C:12]=3[C:13]([C:16]3[C:21]([F:22])=[C:20]([O:23][CH3:24])[CH:19]=[C:18]([O:25][CH3:26])[C:17]=3[Cl:27])=[CH:14][CH:15]=2)=[O:5])=[N:34][CH:33]=1)[CH3:41])(=[O:39])[NH2:40], predict the reactants needed to synthesize it. The reactants are: C(O[C:4]([C:6]1[C:7]2[N:8]=[CH:9][CH:10]=[N:11][C:12]=2[C:13]([C:16]2[C:21]([F:22])=[C:20]([O:23][CH3:24])[CH:19]=[C:18]([O:25][CH3:26])[C:17]=2[Cl:27])=[CH:14][CH:15]=1)=[O:5])C.[NH2:28][C:29]1[N:34]=[CH:33][C:32]([CH2:35][N:36]([CH3:41])[CH2:37][C:38]([NH2:40])=[O:39])=[CH:31][CH:30]=1.C[Al](C)C.C([O-])(O)=O.[Na+]. (5) Given the product [CH3:14][CH:8]([CH3:7])[CH2:9][CH2:10][C:11]([NH:5][C:31]1[CH:35]=[CH:36][C:28]([NH:27][C:25]([N:16]2[CH2:17][CH2:18][C:19]3[C:24](=[CH:23][CH:22]=[CH:21][CH:20]=3)[CH2:15]2)=[O:26])=[CH:29][CH:30]=1)=[O:13], predict the reactants needed to synthesize it. The reactants are: CC(C)CC[NH2:5].[CH3:7][CH:8]([CH3:14])[CH2:9][CH2:10][C:11]([OH:13])=O.[CH2:15]1[C:24]2[C:19](=[CH:20][CH:21]=[CH:22][CH:23]=2)[CH2:18][CH2:17][N:16]1[C:25]([NH:27][C:28]1[CH:36]=[CH:35][C:31](C(O)=O)=[CH:30][CH:29]=1)=[O:26]. (6) The reactants are: [C:1]1([CH2:7][CH2:8][O:9][CH2:10][C:11]2[O:15][N:14]=[C:13]([C:16]([OH:18])=O)[CH:12]=2)[CH:6]=[CH:5][CH:4]=[CH:3][CH:2]=1.Cl.[O:20]1[CH2:24][CH2:23][CH:22]([CH2:25][NH2:26])[CH2:21]1.C(N(CC)CC)C.ON1C2C=CC=CC=2N=N1. Given the product [O:20]1[CH2:24][CH2:23][CH:22]([CH2:25][NH:26][C:16]([C:13]2[CH:12]=[C:11]([CH2:10][O:9][CH2:8][CH2:7][C:1]3[CH:2]=[CH:3][CH:4]=[CH:5][CH:6]=3)[O:15][N:14]=2)=[O:18])[CH2:21]1, predict the reactants needed to synthesize it.